From a dataset of Full USPTO retrosynthesis dataset with 1.9M reactions from patents (1976-2016). Predict the reactants needed to synthesize the given product. (1) Given the product [F:1][C:2]1[CH:3]=[C:4]2[C:8](=[CH:9][CH:10]=1)[N:7]([CH3:11])[CH:6]=[C:5]2[C:12]([N:34]1[CH2:35][CH2:36][N:31]([C:28]2[CH:27]=[CH:26][C:25]([O:24][CH2:23][CH2:22][CH2:21][N:15]3[CH2:16][CH2:17][CH2:18][CH2:19][CH2:20]3)=[CH:30][CH:29]=2)[CH2:32][CH2:33]1)=[O:14], predict the reactants needed to synthesize it. The reactants are: [F:1][C:2]1[CH:3]=[C:4]2[C:8](=[CH:9][CH:10]=1)[N:7]([CH3:11])[CH:6]=[C:5]2[C:12]([OH:14])=O.[N:15]1([CH2:21][CH2:22][CH2:23][O:24][C:25]2[CH:30]=[CH:29][C:28]([N:31]3[CH2:36][CH2:35][NH:34][CH2:33][CH2:32]3)=[CH:27][CH:26]=2)[CH2:20][CH2:19][CH2:18][CH2:17][CH2:16]1.F[P-](F)(F)(F)(F)F.N1(O[P+](N2CCCC2)(N2CCCC2)N2CCCC2)C2C=CC=CC=2N=N1. (2) The reactants are: [CH3:1][O:2][C:3]1[CH:4]=[C:5]([NH:9][C:10](=[O:23])[CH2:11][C:12]([NH:14][C:15]2[CH:20]=[CH:19][CH:18]=[C:17]([O:21][CH3:22])[CH:16]=2)=[O:13])[CH:6]=[CH:7][CH:8]=1.[Cl:24][C:25]1[CH:32]=[CH:31][C:28]([CH:29]=O)=[C:27]([N+:33]([O-:35])=[O:34])[CH:26]=1. Given the product [CH3:22][O:21][C:17]1[CH:16]=[C:15]([NH:14][C:12](=[O:13])[C:11](=[CH:29][C:28]2[CH:31]=[CH:32][C:25]([Cl:24])=[CH:26][C:27]=2[N+:33]([O-:35])=[O:34])[C:10]([NH:9][C:5]2[CH:6]=[CH:7][CH:8]=[C:3]([O:2][CH3:1])[CH:4]=2)=[O:23])[CH:20]=[CH:19][CH:18]=1, predict the reactants needed to synthesize it. (3) Given the product [Cl:1][C:2]1[S:6][C:5]2[S:7](=[O:9])(=[O:8])[N:10]=[C:11]([NH:13][CH2:14][CH3:15])[NH:12][C:4]=2[CH:3]=1, predict the reactants needed to synthesize it. The reactants are: [Cl:1][C:2]1[S:6][C:5]([S:7]([NH:10][C:11]([NH:13][CH2:14][CH3:15])=[NH:12])(=[O:9])=[O:8])=[C:4](B(O)O)[CH:3]=1.N1C=CC=CC=1. (4) Given the product [Br:14][CH2:10][C:5]1[CH:6]=[C:7]([O:8][CH3:9])[C:2]([Cl:1])=[CH:3][C:4]=1[O:12][CH3:13], predict the reactants needed to synthesize it. The reactants are: [Cl:1][C:2]1[C:7]([O:8][CH3:9])=[CH:6][C:5]([CH2:10]O)=[C:4]([O:12][CH3:13])[CH:3]=1.[BrH:14]. (5) Given the product [Cl:23][C:19]1[CH:18]=[C:7]2[C:6](=[C:21]([I:22])[CH:20]=1)[N:5]=[CH:1][N:10]([CH:11]([CH2:12][CH2:13][CH3:14])[CH2:15][CH2:16][CH3:17])[C:8]2=[O:9], predict the reactants needed to synthesize it. The reactants are: [CH3:1]C[O-].[Na+].[NH2:5][C:6]1[C:21]([I:22])=[CH:20][C:19]([Cl:23])=[CH:18][C:7]=1[C:8]([NH:10][CH:11]([CH2:15][CH2:16][CH3:17])[CH2:12][CH2:13][CH3:14])=[O:9].C(OCC)=O. (6) Given the product [N:11]1[CH:16]=[CH:15][CH:14]=[C:13]([C:2]2[CH:3]=[C:4]3[CH2:10][CH2:9][NH:8][C:5]3=[N:6][CH:7]=2)[CH:12]=1, predict the reactants needed to synthesize it. The reactants are: Br[C:2]1[CH:3]=[C:4]2[CH2:10][CH2:9][NH:8][C:5]2=[N:6][CH:7]=1.[N:11]1[CH:16]=[CH:15][CH:14]=[C:13](B(O)O)[CH:12]=1.C([O-])([O-])=O.[K+].[K+]. (7) Given the product [CH:1]12[CH2:7][CH:4]([CH2:5][CH2:6]1)[CH2:3][CH:2]2[NH:8][C:9]1[S:10][C:11]([CH2:15][CH2:16][OH:17])([CH2:25][CH2:26][OH:27])[C:12](=[O:14])[N:13]=1, predict the reactants needed to synthesize it. The reactants are: [CH:1]12[CH2:7][CH:4]([CH2:5][CH2:6]1)[CH2:3][CH:2]2[NH:8][C:9]1[S:10][C:11]([CH2:25][CH2:26][O:27][Si](C(C)(C)C)(C)C)([CH2:15][CH2:16][O:17][Si](C(C)(C)C)(C)C)[C:12](=[O:14])[N:13]=1.Cl.